This data is from Kinase inhibitor binding affinity data with 442 proteins and 68 drugs (Kd values). The task is: Regression. Given a target protein amino acid sequence and a drug SMILES string, predict the binding affinity score between them. We predict pKd (pKd = -log10(Kd in M); higher means stronger binding). Dataset: davis. (1) The small molecule is C=CC(=O)Nc1cc2c(Nc3ccc(F)c(Cl)c3)ncnc2cc1OCCCN1CCOCC1. The target protein (STK39) has sequence MAEPSGSPVHVQLPQQAAPVTAAAAAAPAAATAAPAPAAPAAPAPAPAPAAQAVGWPICRDAYELQEVIGSGATAVVQAALCKPRQERVAIKRINLEKCQTSMDELLKEIQAMSQCSHPNVVTYYTSFVVKDELWLVMKLLSGGSMLDIIKYIVNRGEHKNGVLEEAIIATILKEVLEGLDYLHRNGQIHRDLKAGNILLGEDGSVQIADFGVSAFLATGGDVTRNKVRKTFVGTPCWMAPEVMEQVRGYDFKADMWSFGITAIELATGAAPYHKYPPMKVLMLTLQNDPPTLETGVEDKEMMKKYGKSFRKLLSLCLQKDPSKRPTAAELLKCKFFQKAKNREYLIEKLLTRTPDIAQRAKKVRRVPGSSGHLHKTEDGDWEWSDDEMDEKSEEGKAAFSQEKSRRVKEENPEIAVSASTIPEQIQSLSVHDSQGPPNANEDYREASSCAVNLVLRLRNSRKELNDIRFEFTPGRDTADGVSQELFSAGLVDGHDVVIV.... The pKd is 5.0. (2) The compound is CCC1C(=O)N(C)c2cnc(Nc3ccc(C(=O)NC4CCN(C)CC4)cc3OC)nc2N1C1CCCC1. The target protein (TAK1) has sequence MSTASAASSSSSSSAGEMIEAPSQVLNFEEIDYKEIEVEEVVGRGAFGVVCKAKWRAKDVAIKQIESESERKAFIVELRQLSRVNHPNIVKLYGACLNPVCLVMEYAEGGSLYNVLHGAEPLPYYTAAHAMSWCLQCSQGVAYLHSMQPKALIHRDLKPPNLLLVAGGTVLKICDFGTACDIQTHMTNNKGSAAWMAPEVFEGSNYSEKCDVFSWGIILWEVITRRKPFDEIGGPAFRIMWAVHNGTRPPLIKNLPKPIESLMTRCWSKDPSQRPSMEEIVKIMTHLMRYFPGADEPLQYPCQYSDEGQSNSATSTGSFMDIASTNTSNKSDTNMEQVPATNDTIKRLESKLLKNQAKQQSESGRLSLGASRGSSVESLPPTSEGKRMSADMSEIEARIAATTAYSKPKRGHRKTASFGNILDVPEIVISGNGQPRRRSIQDLTVTGTEPGQVSSRSSSPSVRMITTSGPTSEKPTRSHPWTPDDSTDTNGSDNSIPMAY.... The pKd is 5.0.